Dataset: Reaction yield outcomes from USPTO patents with 853,638 reactions. Task: Predict the reaction yield, written as a fraction of the theoretical maximum amount of product (1.0 means a 100% yield; for example, 0.34 means a 34% yield). (1) The reactants are [CH:1]([S:4]([C:7]1[CH:12]=[CH:11][C:10]([C:13]2[N:14]=[CH:15][C:16]([NH2:19])=[N:17][CH:18]=2)=[CH:9][CH:8]=1)(=[O:6])=[O:5])([CH3:3])[CH3:2].[Br:20]N1C(=O)CCC1=O.O. The catalyst is CN(C=O)C. The product is [Br:20][C:15]1[C:16]([NH2:19])=[N:17][CH:18]=[C:13]([C:10]2[CH:11]=[CH:12][C:7]([S:4]([CH:1]([CH3:3])[CH3:2])(=[O:5])=[O:6])=[CH:8][CH:9]=2)[N:14]=1. The yield is 0.620. (2) The reactants are C([O-])([O-])=O.[Cs+].[Cs+].[Br:7][C:8]1[CH:13]=[CH:12][C:11]([CH:14]([OH:19])[C:15]([F:18])([F:17])[F:16])=[C:10]([F:20])[CH:9]=1.[NH2:21][C:22]1[N:27]=[C:26]([C:28]2[CH:33]=[CH:32][C:31]([CH2:34][C@H:35]([NH:39][C:40]([O:42][C:43]([CH3:46])([CH3:45])[CH3:44])=[O:41])[C:36]([OH:38])=[O:37])=[CH:30][CH:29]=2)[CH:25]=[C:24](Cl)[N:23]=1.O. The catalyst is O1CCOCC1.C(OCC)(=O)C. The product is [NH2:21][C:22]1[N:27]=[C:26]([C:28]2[CH:33]=[CH:32][C:31]([CH2:34][C@H:35]([NH:39][C:40]([O:42][C:43]([CH3:46])([CH3:45])[CH3:44])=[O:41])[C:36]([OH:38])=[O:37])=[CH:30][CH:29]=2)[CH:25]=[C:24]([O:19][CH:14]([C:11]2[CH:12]=[CH:13][C:8]([Br:7])=[CH:9][C:10]=2[F:20])[C:15]([F:18])([F:17])[F:16])[N:23]=1. The yield is 0.820.